Dataset: Full USPTO retrosynthesis dataset with 1.9M reactions from patents (1976-2016). Task: Predict the reactants needed to synthesize the given product. (1) Given the product [CH3:18][S:19][C:4]1[C:3]([O:2][CH3:1])=[CH:12][CH:11]=[CH:10][C:5]=1[CH2:6][N:7]([CH3:9])[CH3:8], predict the reactants needed to synthesize it. The reactants are: [CH3:1][O:2][C:3]1[CH:4]=[C:5]([CH:10]=[CH:11][CH:12]=1)[CH2:6][N:7]([CH3:9])[CH3:8].C([Li])CCC.[CH3:18][S:19]SC.O. (2) The reactants are: [C:1]1([C:7]2[CH:15]=[CH:14][CH:13]=[C:12]3[C:8]=2[CH2:9][C:10](=[O:16])[NH:11]3)[CH:6]=[CH:5][CH:4]=[CH:3][CH:2]=1.[CH3:17][C:18]1[C:22]([C:23]([N:25]2[CH2:30][CH2:29][N:28]([CH3:31])[CH2:27][CH2:26]2)=[O:24])=[C:21]([CH3:32])[NH:20][C:19]=1[CH:33]=O.N1CCCCC1. Given the product [CH3:17][C:18]1[C:22]([C:23]([N:25]2[CH2:26][CH2:27][N:28]([CH3:31])[CH2:29][CH2:30]2)=[O:24])=[C:21]([CH3:32])[NH:20][C:19]=1[CH:33]=[C:9]1[C:8]2[C:12](=[CH:13][CH:14]=[CH:15][C:7]=2[C:1]2[CH:2]=[CH:3][CH:4]=[CH:5][CH:6]=2)[NH:11][C:10]1=[O:16], predict the reactants needed to synthesize it. (3) The reactants are: [F:1][C:2]([F:30])([CH2:28][OH:29])[CH2:3][N:4]1[C:8]([C:9]2[CH:14]=[CH:13][C:12]([F:15])=[CH:11][CH:10]=2)=[C:7]([C:16]2[CH:17]=[CH:18][C:19]3[O:24][CH2:23][C:22](=[O:25])[NH:21][C:20]=3[CH:26]=2)[C:6]([CH3:27])=[N:5]1.[CH3:31][N:32]([CH3:36])[C:33](Cl)=[O:34]. Given the product [CH3:31][N:32]([CH3:36])[C:33](=[O:34])[O:29][CH2:28][C:2]([F:1])([F:30])[CH2:3][N:4]1[C:8]([C:9]2[CH:10]=[CH:11][C:12]([F:15])=[CH:13][CH:14]=2)=[C:7]([C:16]2[CH:17]=[CH:18][C:19]3[O:24][CH2:23][C:22](=[O:25])[NH:21][C:20]=3[CH:26]=2)[C:6]([CH3:27])=[N:5]1, predict the reactants needed to synthesize it.